Dataset: Reaction yield outcomes from USPTO patents with 853,638 reactions. Task: Predict the reaction yield, written as a fraction of the theoretical maximum amount of product (1.0 means a 100% yield; for example, 0.34 means a 34% yield). (1) The reactants are [F:1][C:2]1([F:30])[CH2:7][CH2:6][N:5]([C:8]([C:10]2[NH:11][C:12]3[C:17]([CH:18]=2)=[CH:16][C:15]([C:19]([N:21]2[CH2:26][CH2:25][N:24]([CH:27]([CH3:29])[CH3:28])[CH2:23][CH2:22]2)=[O:20])=[CH:14][CH:13]=3)=[O:9])[CH2:4][CH2:3]1.[CH:31]1(B(O)O)[CH2:33][CH2:32]1.N1C=CC=CC=1. The catalyst is C(Cl)(Cl)Cl.C([O-])(=O)C.[Cu+2].C([O-])(=O)C. The product is [CH:31]1([N:11]2[C:12]3[C:17](=[CH:16][C:15]([C:19]([N:21]4[CH2:22][CH2:23][N:24]([CH:27]([CH3:28])[CH3:29])[CH2:25][CH2:26]4)=[O:20])=[CH:14][CH:13]=3)[CH:18]=[C:10]2[C:8]([N:5]2[CH2:6][CH2:7][C:2]([F:1])([F:30])[CH2:3][CH2:4]2)=[O:9])[CH2:33][CH2:32]1. The yield is 0.120. (2) The reactants are [Si:1]([O:8][C@H:9]1[C@@H:13]([O:14][Si:15]([C:18]([CH3:21])([CH3:20])[CH3:19])([CH3:17])[CH3:16])[C@H:12]([N:22]2[CH:27]=[CH:26][C:25](=[O:28])[N:24]([CH2:29][C:30]3[CH:35]=[CH:34][C:33]([O:36][CH3:37])=[CH:32][CH:31]=3)[C:23]2=[O:38])[O:11][CH:10]1[C@H:39]([OH:71])[C@@H:40]([C:64]([O:66][C:67]([CH3:70])([CH3:69])[CH3:68])=[O:65])[NH:41][CH2:42][CH2:43][CH2:44][NH:45][C:46](=[O:63])[C@@H:47]([CH2:59][CH:60]([CH3:62])[CH3:61])[NH:48]C(=O)OCC1C=CC=CC=1)([C:4]([CH3:7])([CH3:6])[CH3:5])([CH3:3])[CH3:2]. The catalyst is CO.[Pd]. The product is [NH2:48][C@H:47]([CH2:59][CH:60]([CH3:62])[CH3:61])[C:46]([NH:45][CH2:44][CH2:43][CH2:42][NH:41][C@@H:40]([C@H:39]([CH:10]1[C@@H:9]([O:8][Si:1]([C:4]([CH3:5])([CH3:6])[CH3:7])([CH3:3])[CH3:2])[C@@H:13]([O:14][Si:15]([C:18]([CH3:19])([CH3:20])[CH3:21])([CH3:16])[CH3:17])[C@H:12]([N:22]2[CH:27]=[CH:26][C:25](=[O:28])[N:24]([CH2:29][C:30]3[CH:31]=[CH:32][C:33]([O:36][CH3:37])=[CH:34][CH:35]=3)[C:23]2=[O:38])[O:11]1)[OH:71])[C:64]([O:66][C:67]([CH3:69])([CH3:70])[CH3:68])=[O:65])=[O:63]. The yield is 0.780.